This data is from Catalyst prediction with 721,799 reactions and 888 catalyst types from USPTO. The task is: Predict which catalyst facilitates the given reaction. (1) Reactant: [C:1]([C:4]1[N:9]=[C:8]([CH2:10][N:11]2[CH2:15][CH2:14][N:13]([C@@H:16]([C:24]([CH3:27])([CH3:26])[CH3:25])[C:17]([O:19][C:20]([CH3:23])([CH3:22])[CH3:21])=[O:18])[C:12]2=[O:28])[CH:7]=[CH:6][CH:5]=1)([CH3:3])=[CH2:2]. Product: [CH:1]([C:4]1[N:9]=[C:8]([CH2:10][N:11]2[CH2:15][CH2:14][N:13]([C@@H:16]([C:24]([CH3:25])([CH3:27])[CH3:26])[C:17]([O:19][C:20]([CH3:23])([CH3:22])[CH3:21])=[O:18])[C:12]2=[O:28])[CH:7]=[CH:6][CH:5]=1)([CH3:3])[CH3:2]. The catalyst class is: 19. (2) Reactant: S(Cl)(Cl)=O.CC1C=CC=CC=1CCC(O)=O.CC1C=CC=CC=1CCC(Cl)=O.[CH3:29][O:30][C:31]1[CH:32]=[C:33]2[C:38](=[CH:39][C:40]=1[O:41][CH3:42])[N:37]=[CH:36][N:35]=[C:34]2[O:43][C:44]1[CH:50]=[CH:49][C:47]([NH2:48])=[CH:46][CH:45]=1.[CH3:51][C:52]1[CH:57]=[CH:56][CH:55]=[CH:54][C:53]=1[CH2:58][CH2:59][C:60]([N:62]=[C:63]=[S:64])=[O:61]. The catalyst class is: 234. Product: [CH3:29][O:30][C:31]1[CH:32]=[C:33]2[C:38](=[CH:39][C:40]=1[O:41][CH3:42])[N:37]=[CH:36][N:35]=[C:34]2[O:43][C:44]1[CH:50]=[CH:49][C:47]([NH:48][C:63]([NH:62][C:60](=[O:61])[CH2:59][CH2:58][C:53]2[CH:54]=[CH:55][CH:56]=[CH:57][C:52]=2[CH3:51])=[S:64])=[CH:46][CH:45]=1. (3) Reactant: [OH:1][CH2:2][CH2:3][C@@:4]1([C:17]([N:19]2[CH2:28][CH2:27][C:26]3[N:25]=[CH:24][C:23]([C:29]([F:32])([F:31])[F:30])=[CH:22][C:21]=3[CH2:20]2)=[O:18])[CH2:8][C@H:7]([NH:9][C:10](=[O:16])[O:11][C:12]([CH3:15])([CH3:14])[CH3:13])[CH:6]=[CH:5]1.CC(OI1(OC(C)=O)(OC(C)=O)OC(=O)C2C=CC=CC1=2)=O.C(=O)(O)[O-].[Na+].S([O-])([O-])(=O)=S.[Na+].[Na+]. Product: [O:1]=[CH:2][CH2:3][C@@:4]1([C:17]([N:19]2[CH2:28][CH2:27][C:26]3[N:25]=[CH:24][C:23]([C:29]([F:32])([F:31])[F:30])=[CH:22][C:21]=3[CH2:20]2)=[O:18])[CH2:8][C@H:7]([NH:9][C:10](=[O:16])[O:11][C:12]([CH3:15])([CH3:14])[CH3:13])[CH:6]=[CH:5]1. The catalyst class is: 2. (4) Reactant: [Cl:1][C:2]1[CH:7]=[CH:6][C:5]([C:8]2[CH:13]=[CH:12][CH:11]=[CH:10][C:9]=2[CH:14]([NH:16][S:17]([C:20]2[CH:25]=[CH:24][C:23]([O:26][CH3:27])=[CH:22][CH:21]=2)(=[O:19])=[O:18])[CH3:15])=[C:4](F)[CH:3]=1.C(=O)([O-])[O-].[K+].[K+]. The catalyst class is: 9. Product: [Cl:1][C:2]1[CH:7]=[CH:6][C:5]2[C:8]3[C:9]([CH:14]([CH3:15])[N:16]([S:17]([C:20]4[CH:25]=[CH:24][C:23]([O:26][CH3:27])=[CH:22][CH:21]=4)(=[O:19])=[O:18])[C:4]=2[CH:3]=1)=[CH:10][CH:11]=[CH:12][CH:13]=3. (5) Reactant: [CH3:1][C:2]1[CH:16]=[CH:15][C:5]([O:6][C:7]2[CH:14]=[CH:13][C:10]([C:11]#[N:12])=[CH:9][CH:8]=2)=[CH:4][CH:3]=1.[H-].[Al+3].[Li+].[H-].[H-].[H-].C1COCC1.[OH-].[Na+]. Product: [CH3:1][C:2]1[CH:16]=[CH:15][C:5]([O:6][C:7]2[CH:14]=[CH:13][C:10]([CH2:11][NH2:12])=[CH:9][CH:8]=2)=[CH:4][CH:3]=1. The catalyst class is: 6. (6) Reactant: [C:1]([C:4]1[CH:5]=[C:6]2[C:10](=[CH:11][CH:12]=1)[CH2:9][CH:8]([NH:13][C:14](=[O:19])[C:15]([F:18])([F:17])[F:16])[CH2:7]2)(=O)[CH3:2].[H][H]. Product: [CH2:1]([C:4]1[CH:5]=[C:6]2[C:10](=[CH:11][CH:12]=1)[CH2:9][CH:8]([NH:13][C:14](=[O:19])[C:15]([F:17])([F:16])[F:18])[CH2:7]2)[CH3:2]. The catalyst class is: 15. (7) Reactant: C(OC([N:8](C(OC(C)(C)C)=O)[C:9]1[N:14]=[CH:13][C:12]([C:15]2[CH:20]=[C:19]([O:21][C:22]3[CH:23]=[CH:24][C:25]([NH:28][C:29]([NH:31][C:32](=[O:37])[C:33]([CH3:36])([CH3:35])[CH3:34])=[O:30])=[N:26][CH:27]=3)[CH:18]=[CH:17][N:16]=2)=[CH:11][CH:10]=1)=O)(C)(C)C.C(O)(C(F)(F)F)=O. Product: [NH2:8][C:9]1[N:14]=[CH:13][C:12]([C:15]2[CH:20]=[C:19]([O:21][C:22]3[CH:23]=[CH:24][C:25]([NH:28][C:29]([NH:31][C:32](=[O:37])[C:33]([CH3:35])([CH3:34])[CH3:36])=[O:30])=[N:26][CH:27]=3)[CH:18]=[CH:17][N:16]=2)=[CH:11][CH:10]=1. The catalyst class is: 2.